This data is from Experimentally validated miRNA-target interactions with 360,000+ pairs, plus equal number of negative samples. The task is: Binary Classification. Given a miRNA mature sequence and a target amino acid sequence, predict their likelihood of interaction. (1) The miRNA is hsa-miR-4262 with sequence GACAUUCAGACUACCUG. The protein sequence of the target gene is MLGSVKMEAHDLAEWSYYPEAGEVYSPVTPVPTMAPLNSYMTLNPLSSPYPPGGLPASPLPSGPLAPPAPAAPLGPTFPGLGVSGGSSSSGYGAPGPGLVHGKEMPKGYRRPLAHAKPPYSYISLITMAIQQAPGKMLTLSEIYQWIMDLFPYYRENQQRWQNSIRHSLSFNDCFVKVARSPDKPGKGSYWALHPSSGNMFENGCYLRRQKRFKLEEKVKKGGSGAATTTRNGTGSAASTTTPAATVTSPPQPPPPAPEPEAQGGEDVGALDCGSPASSTPYFTGLELPGELKLDAPYNF.... Result: 0 (no interaction). (2) The miRNA is hsa-miR-5002-5p with sequence AAUUUGGUUUCUGAGGCACUUAGU. The protein sequence of the target gene is MDMMLLVQGACCSNQWLAAVLLSLCCLLPSCLPAGQSVDFPWAAVDNMMVRKGDTAVLRCYLEDGASKGAWLNRSSIIFAGGDKWSVDPRVSISTLNKRDYSLQIQNVDVTDDGPYTCSVQTQHTPRTMQVHLTVQVPPKIYDISNDMTVNEGTNVTLTCLATGKPEPSISWRHISPSAKPFENGQYLDIYGITRDQAGEYECSAENDVSFPDVRKVKVVVNFAPTIQEIKSGTVTPGRSGLIRCEGAGVPPPAFEWYKGEKKLFNGQQGIIIQNFSTRSILTVTNVTQEHFGNYTCVAA.... Result: 1 (interaction). (3) The miRNA is hsa-miR-371b-3p with sequence AAGUGCCCCCACAGUUUGAGUGC. The protein sequence of the target gene is METNCRKLVSACVQLGVQPAAVECLFSKDSEIKKVEFTDSPESRKEAASSKFFPRQHPGANEKDKSQQGKNEDVGAEDPSKKKRQRRQRTHFTSQQLQELEATFQRNRYPDMSTREEIAVWTNLTEARVRVWFKNRRAKWRKRERNQQAELCKNGFGPQFNGLMQPYDDMYPGYSYNNWAAKGLTSASLSTKSFPFFNSMNVNPLSSQSMFSPPNSISSMSMSSSMVPSAVTGVPGSSLNSLNNLNNLSSPSLNSAVPTPACPYAPPTPPYVYRDTCNSSLASLRLKAKQHSSFGYASVQ.... Result: 0 (no interaction). (4) The miRNA is mmu-miR-199a-3p with sequence ACAGUAGUCUGCACAUUGGUUA. The protein sequence of the target gene is MALLTNLLPLCCLALLALPAQSCGPGRGPVGRRRYARKQLVPLLYKQFVPGVPERTLGASGPAEGRVARGSERFRDLVPNYNPDIIFKDEENSGADRLMTERCKERVNALAIAVMNMWPGVRLRVTEGWDEDGHHAQDSLHYEGRALDITTSDRDRNKYGLLARLAVEAGFDWVYYESRNHVHVSVKADNSLAVRAGGCFPGNATVRLWSGERKGLRELHRGDWVLAADASGRVVPTPVLLFLDRDLQRRASFVAVETEWPPRKLLLTPWHLVFAARGPAPAPGDFAPVFARRLRAGDSV.... Result: 0 (no interaction). (5) The miRNA is hsa-miR-4733-5p with sequence AAUCCCAAUGCUAGACCCGGUG. The protein sequence of the target gene is MEALLSTPINPNNFPAKLWRLVNSPRYRSIRWDGRGEGLLIDQPLFEAELLSPPGPGGGGGTAGAGAEPELFKTTSFTSFIRQLNLYGFRKVVLGGPGGGKPAGNGPLHHFHNPHFRRDQPQLLVHLKRLTSANKAKLAAGLEVPCRPPNRFQRLLITSASAATAPLQHQQPPPPAGPRPEPHGPVAVGQFHRSFRRDSLSPYSCVSTPSHDHSTYPLKGLDRTPVPHRIWQNSLGMHPGQVETSPTFSDKGVPFPVLQRFPTEVTYTLQPSTTSVHVQQGPQTMVSSSQKYSNYTPSAQ.... Result: 1 (interaction).